Dataset: Reaction yield outcomes from USPTO patents with 853,638 reactions. Task: Predict the reaction yield, written as a fraction of the theoretical maximum amount of product (1.0 means a 100% yield; for example, 0.34 means a 34% yield). (1) The reactants are [CH2:1]([O:3][C:4]([CH:6]1[CH2:15][CH2:14][C:9]2([O:13][CH2:12][CH2:11][O:10]2)[CH2:8][CH2:7]1)=[O:5])[CH3:2].[CH:16]([N-:19]C(C)C)(C)[CH3:17].[Li+].BrCC#N.Cl. The catalyst is C1COCC1. The product is [CH2:1]([O:3][C:4]([C:6]1([CH2:17][C:16]#[N:19])[CH2:15][CH2:14][C:9]2([O:10][CH2:11][CH2:12][O:13]2)[CH2:8][CH2:7]1)=[O:5])[CH3:2]. The yield is 0.450. (2) The reactants are [Na].Cl.[N:3]1[CH:8]=[CH:7][C:6]([CH2:9][C:10]#[N:11])=[CH:5][CH:4]=1.[O:12]1[CH:16]=[CH:15][CH:14]=[C:13]1[CH:17]=O.Cl.[NH2:20][C:21]([NH2:23])=[NH:22]. The catalyst is C(O)C. The product is [O:12]1[CH:16]=[CH:15][CH:14]=[C:13]1[C:17]1[N:20]=[C:21]([NH2:23])[N:22]=[C:10]([NH2:11])[C:9]=1[C:6]1[CH:7]=[CH:8][N:3]=[CH:4][CH:5]=1. The yield is 0.210. (3) The reactants are [C:1]([CH2:3][C:4](=S)[NH2:5])#[N:2].BrCC.[O-]CC.[Na+].[NH2:14][C:15]1[CH:23]=[CH:22][C:21]([Cl:24])=[CH:20][C:16]=1[C:17]([OH:19])=O. No catalyst specified. The product is [Cl:24][C:21]1[CH:20]=[C:16]2[C:15](=[CH:23][CH:22]=1)[NH:14][C:4]([CH2:3][C:1]#[N:2])=[N:5][C:17]2=[O:19]. The yield is 0.290. (4) The reactants are [C:1]([NH:4][C:5]1[CH:13]=[CH:12][CH:11]=[C:10]2[C:6]=1[C:7](=[O:33])[N:8]([CH:15]([C:20]1[CH:25]=[CH:24][C:23]([O:26][CH:27]([F:29])[F:28])=[C:22]([O:30][CH2:31][CH3:32])[CH:21]=1)[CH2:16][C:17](O)=[O:18])[C:9]2=[O:14])(=[O:3])[CH3:2].C1N=C[N:36](C(N2C=NC=C2)=O)C=1.[NH4+].[OH-]. The catalyst is C1COCC1. The product is [C:1]([NH:4][C:5]1[CH:13]=[CH:12][CH:11]=[C:10]2[C:6]=1[C:7](=[O:33])[N:8]([CH:15]([C:20]1[CH:25]=[CH:24][C:23]([O:26][CH:27]([F:28])[F:29])=[C:22]([O:30][CH2:31][CH3:32])[CH:21]=1)[CH2:16][C:17]([NH2:36])=[O:18])[C:9]2=[O:14])(=[O:3])[CH3:2]. The yield is 0.800. (5) The reactants are [CH3:1][C:2]1[CH:3]=[C:4]([C:13]([CH3:17])([CH3:16])[C:14]#[N:15])[CH:5]=[C:6]([C:8]([CH3:12])([CH3:11])[C:9]#[N:10])[CH:7]=1.[Br:18]N1C(=O)CCC1=O.C(OOC(=O)C1C=CC=CC=1)(=O)C1C=CC=CC=1. No catalyst specified. The product is [Br:18][CH2:1][C:2]1[CH:7]=[C:6]([C:8]([CH3:12])([CH3:11])[C:9]#[N:10])[CH:5]=[C:4]([C:13]([CH3:17])([CH3:16])[C:14]#[N:15])[CH:3]=1. The yield is 0.740. (6) The reactants are CCN(C(C)C)C(C)C.Cl.[CH3:11][N:12]1[CH2:17][CH2:16][NH:15][CH2:14][C:13]1=[O:18].Br[CH:20]([C:26]1[CH:31]=[CH:30][CH:29]=[CH:28][CH:27]=1)[C:21]([O:23][CH2:24][CH3:25])=[O:22]. The catalyst is C(#N)C. The product is [CH3:11][N:12]1[CH2:17][CH2:16][N:15]([CH:20]([C:26]2[CH:31]=[CH:30][CH:29]=[CH:28][CH:27]=2)[C:21]([O:23][CH2:24][CH3:25])=[O:22])[CH2:14][C:13]1=[O:18]. The yield is 0.750. (7) The reactants are [NH2:1][C:2]1[CH:10]=[C:9]([O:11][CH3:12])[CH:8]=[C:7]([O:13][CH3:14])[C:3]=1[C:4]([NH2:6])=[O:5].[CH:15]([C:17]1[CH:22]=[CH:21][C:20]([N:23]2[CH2:27][CH2:26][CH:25]([N:28]([CH3:32])[C:29](=[O:31])[CH3:30])[CH2:24]2)=[CH:19][CH:18]=1)=O.OS([O-])=O.[Na+].CC1C=CC(S(O)(=O)=O)=CC=1. The catalyst is CC(N(C)C)=O.C(Cl)Cl. The product is [CH3:14][O:13][C:7]1[CH:8]=[C:9]([O:11][CH3:12])[CH:10]=[C:2]2[C:3]=1[C:4](=[O:5])[NH:6][C:15]([C:17]1[CH:18]=[CH:19][C:20]([N:23]3[CH2:27][CH2:26][CH:25]([N:28]([CH3:32])[C:29](=[O:31])[CH3:30])[CH2:24]3)=[CH:21][CH:22]=1)=[N:1]2. The yield is 0.880. (8) The reactants are [C:1]([O:5][C:6]([N:8]1[CH2:12][C@H:11]([F:13])[CH2:10][C@H:9]1[C:14]([OH:16])=O)=[O:7])([CH3:4])([CH3:3])[CH3:2].CCN(C(C)C)C(C)C.CN(C(ON1N=NC2C=CC=NC1=2)=[N+](C)C)C.F[P-](F)(F)(F)(F)F.[Cl:50][C:51]1[C:52]([CH2:67][NH2:68])=[CH:53][C:54]([C:57]2[CH:58]=[N:59][C:60]([C:63]([F:66])([F:65])[F:64])=[N:61][CH:62]=2)=[N:55][CH:56]=1. The catalyst is CN(C=O)C.C(OCC)(=O)C. The product is [Cl:50][C:51]1[C:52]([CH2:67][NH:68][C:14]([C@@H:9]2[CH2:10][C@@H:11]([F:13])[CH2:12][N:8]2[C:6]([O:5][C:1]([CH3:2])([CH3:3])[CH3:4])=[O:7])=[O:16])=[CH:53][C:54]([C:57]2[CH:62]=[N:61][C:60]([C:63]([F:65])([F:66])[F:64])=[N:59][CH:58]=2)=[N:55][CH:56]=1. The yield is 0.720.